Dataset: Catalyst prediction with 721,799 reactions and 888 catalyst types from USPTO. Task: Predict which catalyst facilitates the given reaction. (1) Reactant: C(N(CC)CC)C.[CH3:8][C:9]1[CH:10]=[C:11]2[N:16]([CH:17]=1)[CH:15]=[CH:14][CH:13]=[CH:12]2.[N+:18]([C:21]1[CH:29]=[CH:28][C:24]([C:25](Cl)=[O:26])=[CH:23][CH:22]=1)([O-:20])=[O:19].C(=O)([O-])O.[Na+]. Product: [CH3:8][C:9]1[CH:10]=[C:11]2[N:16]([C:17]=1[C:25]([C:24]1[CH:23]=[CH:22][C:21]([N+:18]([O-:20])=[O:19])=[CH:29][CH:28]=1)=[O:26])[CH:15]=[CH:14][CH:13]=[CH:12]2. The catalyst class is: 68. (2) Reactant: [CH2:1]([N:8]1[CH2:13][CH2:12][N:11](C(OC(C)(C)C)=O)[CH2:10][C@@H:9]1[CH3:21])[C:2]1[CH:7]=[CH:6][CH:5]=[CH:4][CH:3]=1.FC(F)(F)C([O-])=O.[OH-].[Na+]. Product: [CH2:1]([N:8]1[CH2:13][CH2:12][NH:11][CH2:10][C@@H:9]1[CH3:21])[C:2]1[CH:7]=[CH:6][CH:5]=[CH:4][CH:3]=1. The catalyst class is: 2. (3) Reactant: [Cl:1][C:2]1[S:6][C:5]([C:7]([O:9][CH3:10])=[O:8])=[CH:4][C:3]=1[N+:11]([O-])=O.C(=O)([O-])O.[Na+]. Product: [NH2:11][C:3]1[CH:4]=[C:5]([C:7]([O:9][CH3:10])=[O:8])[S:6][C:2]=1[Cl:1]. The catalyst class is: 361. (4) Reactant: C([O:8][C:9]1[CH:10]=[C:11]([C:15]2[N:20]=[C:19]([N:21]3[CH2:26][CH2:25][O:24][CH2:23][C:22]3=[O:27])[C:18]([N+:28]([O-])=O)=[C:17](/[CH:31]=[CH:32]/N(C)C)[N:16]=2)[CH:12]=[CH:13][CH:14]=1)C1C=CC=CC=1. Product: [OH:8][C:9]1[CH:10]=[C:11]([C:15]2[N:20]=[C:19]([N:21]3[CH2:26][CH2:25][O:24][CH2:23][C:22]3=[O:27])[C:18]3[NH:28][CH:32]=[CH:31][C:17]=3[N:16]=2)[CH:12]=[CH:13][CH:14]=1. The catalyst class is: 19.